This data is from Full USPTO retrosynthesis dataset with 1.9M reactions from patents (1976-2016). The task is: Predict the reactants needed to synthesize the given product. (1) Given the product [CH3:14][CH:12]([C:8]1[NH:9][C:10]2[N:11]3[CH:17]=[C:18]([C:19]([O:21][CH2:22][CH3:23])=[O:20])[N:1]=[C:2]3[CH:3]=[CH:4][C:5]=2[C:6](=[O:15])[CH:7]=1)[CH3:13], predict the reactants needed to synthesize it. The reactants are: [NH2:1][C:2]1[N:11]=[C:10]2[C:5]([C:6](=[O:15])[CH:7]=[C:8]([CH:12]([CH3:14])[CH3:13])[NH:9]2)=[CH:4][CH:3]=1.Br[CH2:17][C:18](=O)[C:19]([O:21][CH2:22][CH3:23])=[O:20].C(OCC)(=O)C. (2) Given the product [CH2:53]([CH:52]([CH:71]([OH:93])[CH2:72][CH2:73][CH2:74][CH2:75][CH2:76][CH2:77][CH2:78]/[CH:79]=[CH:80]\[CH2:81]/[CH:82]=[CH:83]\[CH2:84][CH2:85][CH2:86][CH2:87][CH3:88])[C:50](=[O:51])[CH2:31][CH2:13][CH2:14][CH2:15][CH2:16][CH2:17][CH2:18][CH2:19]/[CH:20]=[CH:21]\[CH2:22]/[CH:23]=[CH:24]\[CH2:25][CH2:26][CH2:27][CH2:28][CH3:29])[CH2:54][CH2:55][CH2:56][CH2:57][CH2:58][CH2:59]/[CH:60]=[CH:61]\[CH2:62]/[CH:63]=[CH:64]\[CH2:65][CH2:66][CH2:67][CH2:68][CH3:69], predict the reactants needed to synthesize it. The reactants are: C(NC(C)C)(C)C.[Li]CCCC.[CH2:13]([CH:31]([C:50]([CH:52]([CH2:71][CH2:72][CH2:73][CH2:74][CH2:75][CH2:76][CH2:77][CH2:78]/[CH:79]=[CH:80]\[CH2:81]/[CH:82]=[CH:83]\[CH2:84][CH2:85][CH2:86][CH2:87][CH3:88])[CH2:53][CH2:54][CH2:55][CH2:56][CH2:57][CH2:58][CH2:59][CH2:60]/[CH:61]=[CH:62]\[CH2:63]/[CH:64]=[CH:65]\[CH2:66][CH2:67][CH2:68][CH2:69]C)=[O:51])CCCCCCCC/C=C\C/C=C\CCCCC)[CH2:14][CH2:15][CH2:16][CH2:17][CH2:18][CH2:19][CH2:20]/[CH:21]=[CH:22]\[CH2:23]/[CH:24]=[CH:25]\[CH2:26][CH2:27][CH2:28][CH2:29]C.[Li].C1C[O:93]CC1.